From a dataset of Full USPTO retrosynthesis dataset with 1.9M reactions from patents (1976-2016). Predict the reactants needed to synthesize the given product. Given the product [C:1]([C:5]1[CH:6]=[C:7]2[C:11](=[CH:12][CH:13]=1)[C:10](=[O:14])[NH:20][CH2:9][CH2:8]2)([CH3:4])([CH3:3])[CH3:2], predict the reactants needed to synthesize it. The reactants are: [C:1]([C:5]1[CH:6]=[C:7]2[C:11](=[CH:12][CH:13]=1)[C:10](=[O:14])[CH2:9][CH2:8]2)([CH3:4])([CH3:3])[CH3:2].CS(O)(=O)=O.[N-:20]=[N+]=[N-].[Na+].